This data is from Full USPTO retrosynthesis dataset with 1.9M reactions from patents (1976-2016). The task is: Predict the reactants needed to synthesize the given product. (1) Given the product [CH2:22]([N:24]([CH:25]1[CH2:30][CH2:29][N:28]([C:31]([O:33][C:34]([CH3:36])([CH3:35])[CH3:37])=[O:32])[CH2:27][CH2:26]1)[C:19](=[O:20])[CH2:18][C@@H:3]1[C:2](=[O:1])[NH:7][CH:6]=[CH:5][N:4]1[S:8]([C:11]1[CH:17]=[CH:16][C:14]([CH3:15])=[CH:13][CH:12]=1)(=[O:10])=[O:9])[CH3:23], predict the reactants needed to synthesize it. The reactants are: [O:1]=[C:2]1[NH:7][CH:6]=[CH:5][N:4]([S:8]([C:11]2[CH:17]=[CH:16][C:14]([CH3:15])=[CH:13][CH:12]=2)(=[O:10])=[O:9])[C@@H:3]1[CH2:18][C:19](O)=[O:20].[CH2:22]([NH:24][CH:25]1[CH2:30][CH2:29][N:28]([C:31]([O:33][C:34]([CH3:37])([CH3:36])[CH3:35])=[O:32])[CH2:27][CH2:26]1)[CH3:23].CCN(C(C)C)C(C)C.CN(C=O)C.F[P-](F)(F)(F)(F)F.ClC(=[N+]1CCCC1)N1CCCC1. (2) Given the product [NH2:1][C:4]1[CH:5]=[C:6]([S:10]([NH:13][CH2:14][C:15]([F:18])([F:16])[F:17])(=[O:12])=[O:11])[CH:7]=[CH:8][CH:9]=1, predict the reactants needed to synthesize it. The reactants are: [N+:1]([C:4]1[CH:5]=[C:6]([S:10]([NH:13][CH2:14][C:15]([F:18])([F:17])[F:16])(=[O:12])=[O:11])[CH:7]=[CH:8][CH:9]=1)([O-])=O.S(S([O-])=O)([O-])=O.[Na+].[Na+].COC(O)C.Cl.C(=O)([O-])[O-].[Na+].[Na+].